Predict the product of the given reaction. From a dataset of Forward reaction prediction with 1.9M reactions from USPTO patents (1976-2016). (1) Given the reactants [C:1]([O:5][C:6]([N:8]1[CH2:12][C@@H:11]([O:13][CH2:14][C:15]#[CH:16])[C@H:10]([N:17]=[N+:18]=[N-:19])[CH2:9]1)=[O:7])([CH3:4])([CH3:3])[CH3:2].I.[I:21]N1CCOCC1, predict the reaction product. The product is: [C:1]([O:5][C:6]([N:8]1[CH2:12][C@@H:11]([O:13][CH2:14][C:15]#[C:16][I:21])[C@H:10]([N:17]=[N+:18]=[N-:19])[CH2:9]1)=[O:7])([CH3:4])([CH3:2])[CH3:3]. (2) Given the reactants I[C:2]1[CH:7]=[CH:6][CH:5]=[CH:4][C:3]=1[C:8]1[CH:13]=[CH:12][CH:11]=[CH:10][CH:9]=1.[Li]CCCC.[C:19]([S:23]([N:25]=[CH:26][CH2:27][CH:28]([CH3:34])[C:29]([O:31][CH2:32][CH3:33])=[O:30])=[O:24])([CH3:22])([CH3:21])[CH3:20].[NH4+].[Cl-], predict the reaction product. The product is: [C:3]1([C:8]2[CH:13]=[CH:12][CH:11]=[CH:10][CH:9]=2)[CH:4]=[CH:5][CH:6]=[CH:7][C:2]=1[CH:26]([NH:25][S:23]([C:19]([CH3:21])([CH3:20])[CH3:22])=[O:24])[CH2:27][CH:28]([CH3:34])[C:29]([O:31][CH2:32][CH3:33])=[O:30].